Dataset: Forward reaction prediction with 1.9M reactions from USPTO patents (1976-2016). Task: Predict the product of the given reaction. (1) Given the reactants [NH2:1][C:2]1[CH:29]=[CH:28][C:5]([C:6]([N:8]2[CH2:13][CH2:12][N:11]([CH2:14][C:15]3[CH:16]=[C:17]([CH:25]=[CH:26][CH:27]=3)[C:18]([NH:20][C:21]([CH3:24])([CH3:23])[CH3:22])=[O:19])[CH2:10][CH2:9]2)=[O:7])=[C:4]([C:30]([F:33])([F:32])[F:31])[CH:3]=1.C1C([N+]([O-])=O)=CC=C([Cl-][C:44]([O-])=[O:45])C=1.[CH3:47][C:48]([CH3:52])([CH3:51])[CH2:49][NH2:50], predict the reaction product. The product is: [C:21]([NH:20][C:18](=[O:19])[C:17]1[CH:25]=[CH:26][CH:27]=[C:15]([CH2:14][N:11]2[CH2:12][CH2:13][N:8]([C:6](=[O:7])[C:5]3[CH:28]=[CH:29][C:2]([NH:1][C:44]([NH:50][CH2:49][C:48]([CH3:52])([CH3:51])[CH3:47])=[O:45])=[CH:3][C:4]=3[C:30]([F:32])([F:33])[F:31])[CH2:9][CH2:10]2)[CH:16]=1)([CH3:24])([CH3:23])[CH3:22]. (2) Given the reactants F[C:2](F)(F)[C:3](O)=O.C([N:10]([C:13]([CH2:20][C:21]1[CH:26]=[CH:25][CH:24]=[CH:23][CH:22]=1)([C:17]([OH:19])=[O:18])[C:14]([OH:16])=[O:15])CC)C.[CH:27](N(C(C)C)CC)(C)[CH3:28].[C:36]1([C@H:42]([N:44]=[C:45]=[O:46])[CH3:43])[CH:41]=[CH:40][CH:39]=[CH:38][CH:37]=1, predict the reaction product. The product is: [CH2:27]([O:16][C:14](=[O:15])[C:13]([CH2:20][C:21]1[CH:22]=[CH:23][CH:24]=[CH:25][CH:26]=1)([NH:10][C:45](=[O:46])[NH:44][C@@H:42]([C:36]1[CH:41]=[CH:40][CH:39]=[CH:38][CH:37]=1)[CH3:43])[C:17]([O:19][CH2:2][CH3:3])=[O:18])[CH3:28]. (3) Given the reactants [F:1][C:2]1[C:31]([F:32])=[CH:30][CH:29]=[CH:28][C:3]=1[CH2:4][NH:5][C:6]1[C:11]([C:12]([NH2:14])=[O:13])=[CH:10][N:9]=[C:8]([NH:15][C:16]2[CH:21]=[CH:20][C:19]([CH:22]3[CH2:27][CH2:26][NH:25][CH2:24][CH2:23]3)=[CH:18][CH:17]=2)[CH:7]=1.[C:33]([N:36]1[CH2:40][CH2:39][CH2:38][C@H:37]1[C:41](O)=[O:42])(=[O:35])[CH3:34].CCN(C(C)C)C(C)C.F[P-](F)(F)(F)(F)F.N1(O[P+](N(C)C)(N(C)C)N(C)C)C2C=CC=CC=2N=N1, predict the reaction product. The product is: [C:33]([N:36]1[CH2:40][CH2:39][CH2:38][C@H:37]1[C:41]([N:25]1[CH2:24][CH2:23][CH:22]([C:19]2[CH:18]=[CH:17][C:16]([NH:15][C:8]3[CH:7]=[C:6]([NH:5][CH2:4][C:3]4[CH:28]=[CH:29][CH:30]=[C:31]([F:32])[C:2]=4[F:1])[C:11]([C:12]([NH2:14])=[O:13])=[CH:10][N:9]=3)=[CH:21][CH:20]=2)[CH2:27][CH2:26]1)=[O:42])(=[O:35])[CH3:34]. (4) Given the reactants [CH2:1]([OH:22])[CH2:2][CH:3]([OH:21])[CH2:4][CH2:5][CH2:6][CH2:7][CH2:8][CH2:9][CH2:10][CH2:11][CH2:12][CH2:13][CH2:14][CH2:15][CH2:16][CH2:17][CH2:18][CH2:19][CH3:20].[CH3:23][O:24][C:25]1[CH:46]=[CH:45][C:28]([C:29](Cl)([C:38]2[CH:43]=[CH:42][CH:41]=[CH:40][CH:39]=2)[C:30]2[CH:35]=[CH:34][C:33]([O:36][CH3:37])=[CH:32][CH:31]=2)=[CH:27][CH:26]=1, predict the reaction product. The product is: [CH3:37][O:36][C:33]1[CH:32]=[CH:31][C:30]([C:29]([C:28]2[CH:27]=[CH:26][C:25]([O:24][CH3:23])=[CH:46][CH:45]=2)([C:38]2[CH:43]=[CH:42][CH:41]=[CH:40][CH:39]=2)[O:22][CH2:1][CH2:2][CH:3]([OH:21])[CH2:4][CH2:5][CH2:6][CH2:7][CH2:8][CH2:9][CH2:10][CH2:11][CH2:12][CH2:13][CH2:14][CH2:15][CH2:16][CH2:17][CH2:18][CH2:19][CH3:20])=[CH:35][CH:34]=1. (5) Given the reactants Br[C:2]1[C:22]([O:23][CH3:24])=[CH:21][C:5]2[N:6]([CH3:20])[C:7](=[O:19])[CH2:8][N:9]=[C:10]([C:11]3[CH:12]=[C:13]([CH:16]=[CH:17][CH:18]=3)[C:14]#[N:15])[C:4]=2[CH:3]=1.C1(B(O)O)C=CC=CC=1.[CH3:34][O:35][C:36]1[CH:41]=[CH:40][CH:39]=[CH:38][C:37]=1B(O)O, predict the reaction product. The product is: [CH3:24][O:23][C:22]1[C:2]([C:37]2[CH:38]=[CH:39][CH:40]=[CH:41][C:36]=2[O:35][CH3:34])=[CH:3][C:4]2[C:10]([C:11]3[CH:12]=[C:13]([CH:16]=[CH:17][CH:18]=3)[C:14]#[N:15])=[N:9][CH2:8][C:7](=[O:19])[N:6]([CH3:20])[C:5]=2[CH:21]=1.